This data is from Forward reaction prediction with 1.9M reactions from USPTO patents (1976-2016). The task is: Predict the product of the given reaction. (1) Given the reactants [OH:1][CH:2]([CH2:8][C:9]([O:11][CH3:12])=[O:10])[CH2:3][C:4]([O:6][CH3:7])=[O:5].I[CH3:14], predict the reaction product. The product is: [CH3:14][O:1][CH:2]([CH2:3][C:4]([O:6][CH3:7])=[O:5])[CH2:8][C:9]([O:11][CH3:12])=[O:10]. (2) Given the reactants C[O:2][C:3](=[O:26])/[CH:4]=[CH:5]/[C:6]1[CH:11]=[CH:10][C:9]([CH2:12][C:13]2[C:14]([CH2:24][CH3:25])=[N:15][N:16]3[C:21]([CH3:22])=[CH:20][C:19]([CH3:23])=[N:18][C:17]=23)=[CH:8][CH:7]=1.[Li+].[OH-].Cl, predict the reaction product. The product is: [CH2:24]([C:14]1[C:13]([CH2:12][C:9]2[CH:8]=[CH:7][C:6](/[CH:5]=[CH:4]/[C:3]([OH:26])=[O:2])=[CH:11][CH:10]=2)=[C:17]2[N:18]=[C:19]([CH3:23])[CH:20]=[C:21]([CH3:22])[N:16]2[N:15]=1)[CH3:25]. (3) Given the reactants [F:1][C:2]1[CH:3]=[C:4]([C:8]2([OH:19])[CH2:11][N:10]([C:12](OC(C)(C)C)=O)[CH2:9]2)[CH:5]=[CH:6][CH:7]=1.FC(F)(F)C(O)=O.ClCCl.C(N(CC)CC)C.ClC1[N:47]=[CH:46][C:45]([Cl:48])=[CH:44][C:39]=1[C:40]([O:42][CH3:43])=[O:41], predict the reaction product. The product is: [Cl:48][C:45]1[CH:46]=[N:47][C:12]([N:10]2[CH2:9][C:8]([C:4]3[CH:5]=[CH:6][CH:7]=[C:2]([F:1])[CH:3]=3)([OH:19])[CH2:11]2)=[C:39]([CH:44]=1)[C:40]([O:42][CH3:43])=[O:41].